From a dataset of Full USPTO retrosynthesis dataset with 1.9M reactions from patents (1976-2016). Predict the reactants needed to synthesize the given product. (1) Given the product [CH3:1][O:2][C:3]1[CH:4]=[C:5]([N:12]2[CH2:17][CH2:16][CH:15]([NH2:27])[C:14]([CH3:20])([CH3:19])[CH2:13]2)[CH:6]=[CH:7][C:8]=1[N+:9]([O-:11])=[O:10], predict the reactants needed to synthesize it. The reactants are: [CH3:1][O:2][C:3]1[CH:4]=[C:5]([N:12]2[CH2:17][CH2:16][C:15](=O)[C:14]([CH3:20])([CH3:19])[CH2:13]2)[CH:6]=[CH:7][C:8]=1[N+:9]([O-:11])=[O:10].C([O-])(=O)C.[NH4+].C([BH3-])#[N:27].[Na+]. (2) The reactants are: [CH2:1]([O:3][C:4]([C:6]1[N:7]=[C:8]([Br:23])[N:9]([CH:20]([CH3:22])[CH3:21])[C:10]=1C(C1C=CC(Cl)=CC=1)O)=[O:5])[CH3:2].[Cl:24][C:25]1[CH:26]=[C:27]([CH:29]=[CH:30][C:31]=1[F:32])[NH2:28]. Given the product [CH2:1]([O:3][C:4]([C:6]1[N:7]=[C:8]([Br:23])[N:9]([CH:20]([CH3:21])[CH3:22])[C:10]=1[N:28]([C:27]1[CH:29]=[CH:30][C:31]([F:32])=[C:25]([Cl:24])[CH:26]=1)[C:29]1[CH:27]=[CH:26][C:25]([Cl:24])=[CH:31][CH:30]=1)=[O:5])[CH3:2], predict the reactants needed to synthesize it. (3) Given the product [F:1][C:2]1[C:3]([C:34]2[N:35]([CH:40]([CH3:42])[CH3:41])[C:36]([CH3:39])=[N:37][CH:38]=2)=[N:4][C:5]([NH:8][CH:9]2[CH2:14][CH2:13][N:12]([S:15]([CH:18]3[CH2:23][CH2:22][NH:21][CH2:20][CH2:19]3)(=[O:16])=[O:17])[CH2:11][CH2:10]2)=[N:6][CH:7]=1, predict the reactants needed to synthesize it. The reactants are: [F:1][C:2]1[C:3]([C:34]2[N:35]([CH:40]([CH3:42])[CH3:41])[C:36]([CH3:39])=[N:37][CH:38]=2)=[N:4][C:5]([NH:8][CH:9]2[CH2:14][CH2:13][N:12]([S:15]([CH:18]3[CH2:23][CH2:22][N:21](C(OCC4C=CC=CC=4)=O)[CH2:20][CH2:19]3)(=[O:17])=[O:16])[CH2:11][CH2:10]2)=[N:6][CH:7]=1.[H][H]. (4) Given the product [O:27]([CH2:24][C:25]1[N:3]=[N:2][N:1]([CH:4]2[CH2:23][N:8]3[C:9]4[C:14]([C:15]([CH2:16][C:17]([OH:19])=[O:18])=[C:7]3[CH2:6][CH2:5]2)=[CH:13][CH:12]=[CH:11][CH:10]=4)[CH:26]=1)[C:28]1[CH:33]=[CH:32][CH:31]=[CH:30][CH:29]=1, predict the reactants needed to synthesize it. The reactants are: [N:1]([CH:4]1[CH2:23][N:8]2[C:9]3[C:14]([C:15]([CH2:16][C:17]([O:19]CCC)=[O:18])=[C:7]2[CH2:6][CH2:5]1)=[CH:13][CH:12]=[CH:11][CH:10]=3)=[N+:2]=[N-:3].[CH2:24]([O:27][C:28]1[CH:33]=[CH:32][CH:31]=[CH:30][CH:29]=1)[C:25]#[CH:26].